This data is from Full USPTO retrosynthesis dataset with 1.9M reactions from patents (1976-2016). The task is: Predict the reactants needed to synthesize the given product. (1) Given the product [Br:1][C:2]1[CH:10]=[CH:9][C:5]([C:6]([OH:8])=[O:7])=[C:4]([CH2:12][CH3:13])[CH:3]=1, predict the reactants needed to synthesize it. The reactants are: [Br:1][C:2]1[CH:10]=[CH:9][C:5]([C:6]([OH:8])=[O:7])=[C:4](F)[CH:3]=1.[CH2:12]([Mg]Br)[CH3:13].Cl.C(OCC)(=O)C. (2) Given the product [CH3:1][S:2][C:3]1[CH:4]=[CH:5][C:6]([CH2:9][C:10]([O:12][CH2:18][CH3:19])=[O:11])=[CH:7][CH:8]=1, predict the reactants needed to synthesize it. The reactants are: [CH3:1][S:2][C:3]1[CH:8]=[CH:7][C:6]([CH2:9][C:10]([OH:12])=[O:11])=[CH:5][CH:4]=1.OS(O)(=O)=O.[CH3:18][CH2:19]O. (3) Given the product [Cl:15][C:10]1[CH:11]=[N:12][N:13]([CH3:14])[C:9]=1[C:4]1[CH:3]=[C:2]([NH:1][C:19](=[O:20])[C:18]2[CH:22]=[CH:23][C:24]([O:26][CH3:27])=[CH:25][C:17]=2[F:16])[CH:7]=[CH:6][C:5]=1[OH:8], predict the reactants needed to synthesize it. The reactants are: [NH2:1][C:2]1[CH:7]=[CH:6][C:5]([OH:8])=[C:4]([C:9]2[N:13]([CH3:14])[N:12]=[CH:11][C:10]=2[Cl:15])[CH:3]=1.[F:16][C:17]1[CH:25]=[C:24]([O:26][CH3:27])[CH:23]=[CH:22][C:18]=1[C:19](O)=[O:20].CCN(C(C)C)C(C)C.CN(C(ON1N=NC2C=CC=NC1=2)=[N+](C)C)C.F[P-](F)(F)(F)(F)F. (4) Given the product [CH2:37]([NH:44][S:25]([C:2]([F:1])([F:29])[C:3]([F:23])([F:24])[C:4]([F:21])([F:22])[C:5]([F:20])([F:19])[C:6]([F:17])([F:18])[C:7]([F:15])([F:16])[C:8]([F:14])([F:13])[C:9]([F:12])([F:11])[F:10])(=[O:26])=[O:27])[CH2:38][CH2:39][CH2:40][CH2:41][CH3:42], predict the reactants needed to synthesize it. The reactants are: [F:1][C:2]([F:29])([S:25](F)(=[O:27])=[O:26])[C:3]([F:24])([F:23])[C:4]([F:22])([F:21])[C:5]([F:20])([F:19])[C:6]([F:18])([F:17])[C:7]([F:16])([F:15])[C:8]([F:14])([F:13])[C:9]([F:12])([F:11])[F:10].C(N(CC)CC)C.[CH2:37]([NH2:44])[C:38]1C=[CH:42][CH:41]=[CH:40][CH:39]=1. (5) The reactants are: [CH3:1][C:2](=[N:4][C@@H:5]1[CH2:9][CH2:8][N:7]([C:10]([O:12][C:13]([CH3:16])([CH3:15])[CH3:14])=[O:11])[CH2:6]1)[CH3:3]. Given the product [CH:2]([NH:4][C@@H:5]1[CH2:9][CH2:8][N:7]([C:10]([O:12][C:13]([CH3:15])([CH3:14])[CH3:16])=[O:11])[CH2:6]1)([CH3:3])[CH3:1], predict the reactants needed to synthesize it. (6) Given the product [CH3:23][C:5]([OH:4])([CH2:6][CH2:7][CH:8]=[C:9]([CH3:10])[CH3:11])[CH2:12][CH2:13][CH2:14][C:15]1([C:16]2[CH:17]=[CH:18][CH:19]=[CH:20][CH:21]=2)[O:22][CH2:26][CH2:25][O:24]1, predict the reactants needed to synthesize it. The reactants are: C([O:4][C:5]([CH3:23])([CH2:12][CH2:13][CH2:14][C:15](=[O:22])[C:16]1[CH:21]=[CH:20][CH:19]=[CH:18][CH:17]=1)[CH2:6][CH2:7][CH:8]=[C:9]([CH3:11])[CH3:10])(=O)C.[O:24](CC(OCCCCC(=O)C1C=CC=CC=1)=O)[C:25]1C=CC=C[CH:26]=1. (7) Given the product [C:1]([O-:24])(=[O:23])[CH2:2][CH2:3][CH2:4][CH2:5][CH2:6][CH2:7][CH2:8][CH2:9][CH2:10][CH2:11][CH2:12][CH2:13][CH2:14][CH2:15][CH2:16][CH2:17][CH2:18][CH2:19][CH2:20][CH2:21][CH3:22].[Na+:68], predict the reactants needed to synthesize it. The reactants are: [C:1]([OH:24])(=[O:23])[CH2:2][CH2:3][CH2:4][CH2:5][CH2:6][CH2:7][CH2:8][CH2:9][CH2:10][CH2:11][CH2:12][CH2:13][CH2:14][CH2:15][CH2:16][CH2:17][CH2:18][CH2:19][CH2:20][CH2:21][CH3:22].C(O)(=O)CCCCCCCCCCCCCCCCCCC.C(O)(=O)CCCCCCCCCCCCCCCCC.[OH-].[Na+:68].[N+]([O-])(O)=O.